This data is from Forward reaction prediction with 1.9M reactions from USPTO patents (1976-2016). The task is: Predict the product of the given reaction. (1) Given the reactants [N+:1]([C:4]1[C:9]2[N:10]=[C:11]([C:13]3[CH:18]=[CH:17][C:16]([CH3:19])=[CH:15][CH:14]=3)[O:12][C:8]=2[CH:7]=[CH:6][CH:5]=1)([O-])=O.[Sn](Cl)Cl.C([O-])(O)=O.[Na+], predict the reaction product. The product is: [C:16]1([CH3:19])[CH:15]=[CH:14][C:13]([C:11]2[O:12][C:8]3[C:9](=[C:4]([NH2:1])[CH:5]=[CH:6][CH:7]=3)[N:10]=2)=[CH:18][CH:17]=1. (2) Given the reactants [CH3:1][O:2][C:3]1[CH:4]=[C:5]([C:12]2[CH2:13][CH2:14][N:15]([CH2:18][C:19]([NH2:21])=[O:20])[CH2:16][CH:17]=2)[CH:6]=[CH:7][C:8]=1[N+:9]([O-])=O.[Cl-].[NH4+].C(O)C.O, predict the reaction product. The product is: [NH2:9][C:8]1[CH:7]=[CH:6][C:5]([C:12]2[CH2:17][CH2:16][N:15]([CH2:18][C:19]([NH2:21])=[O:20])[CH2:14][CH:13]=2)=[CH:4][C:3]=1[O:2][CH3:1]. (3) Given the reactants [C:1]([C:5]1[CH:6]=[C:7]([C:16]2[CH:17]=[C:18]([C:23]3[CH:28]=[CH:27][C:26]([C:29]([O:31][CH2:32][CH3:33])=[O:30])=[CH:25][CH:24]=3)[CH:19]=[CH:20][C:21]=2[OH:22])[CH:8]=[CH:9][C:10]=1[N:11]([CH2:14][CH3:15])[CH2:12][CH3:13])([CH3:4])([CH3:3])[CH3:2].CN(C1C=CC=CN=1)C.C(N(CC)CC)C.[S:50](O[S:50]([C:53]([F:56])([F:55])[F:54])(=[O:52])=[O:51])([C:53]([F:56])([F:55])[F:54])(=[O:52])=[O:51], predict the reaction product. The product is: [C:1]([C:5]1[CH:6]=[C:7]([C:16]2[CH:17]=[C:18]([C:23]3[CH:28]=[CH:27][C:26]([C:29]([O:31][CH2:32][CH3:33])=[O:30])=[CH:25][CH:24]=3)[CH:19]=[CH:20][C:21]=2[O:22][S:50]([C:53]([F:56])([F:55])[F:54])(=[O:52])=[O:51])[CH:8]=[CH:9][C:10]=1[N:11]([CH2:12][CH3:13])[CH2:14][CH3:15])([CH3:3])([CH3:4])[CH3:2]. (4) Given the reactants [CH3:1][NH:2][S:3]([C:6]1[CH:11]=[CH:10][C:9]([C:12]2[CH2:16][C:15](=[O:17])[NH:14][N:13]=2)=[CH:8][CH:7]=1)(=[O:5])=[O:4].[N+:18]1([O-])[C:27]2[C:22](=[CH:23][CH:24]=[CH:25][CH:26]=2)[CH:21]=[CH:20][CH:19]=1, predict the reaction product. The product is: [CH3:1][NH:2][S:3]([C:6]1[CH:7]=[CH:8][C:9]([C:12]2=[N:13][NH:14][C:15](=[O:17])/[C:16]/2=[C:19]2\[NH:18][C:27]3[C:22]([CH:21]=[CH:20]\2)=[CH:23][CH:24]=[CH:25][CH:26]=3)=[CH:10][CH:11]=1)(=[O:4])=[O:5]. (5) Given the reactants [C:1]([NH:5][C:6]([C:8]1[C:16]2[C:11](=[N:12][CH:13]=[C:14]([C:17]3[C:25]4[C:20](=[CH:21][CH:22]=[C:23]([O:26][CH:27]([F:29])[F:28])[CH:24]=4)[N:19]([CH2:30][CH2:31][CH2:32][N:33]4[CH2:36][CH:35]([OH:37])[CH2:34]4)[N:18]=3)[N:15]=2)[N:10](COCC[Si](C)(C)C)[CH:9]=1)=[O:7])([CH3:4])([CH3:3])[CH3:2].C(O)(C(F)(F)F)=O, predict the reaction product. The product is: [C:1]([NH:5][C:6]([C:8]1[C:16]2[C:11](=[N:12][CH:13]=[C:14]([C:17]3[C:25]4[C:20](=[CH:21][CH:22]=[C:23]([O:26][CH:27]([F:28])[F:29])[CH:24]=4)[N:19]([CH2:30][CH2:31][CH2:32][N:33]4[CH2:36][CH:35]([OH:37])[CH2:34]4)[N:18]=3)[N:15]=2)[NH:10][CH:9]=1)=[O:7])([CH3:4])([CH3:2])[CH3:3]. (6) Given the reactants ClC1C=CC(N)=C([CH2:9][N:10](C)[CH3:11])C=1.[Cl:13][C:14]1[CH:21]=[CH:20][C:19]([N+:22]([O-])=O)=[CH:18][C:15]=1[CH:16]=O, predict the reaction product. The product is: [Cl:13][C:14]1[CH:21]=[CH:20][C:19]([NH2:22])=[CH:18][C:15]=1[CH2:16][N:10]([CH3:11])[CH3:9].